From a dataset of Full USPTO retrosynthesis dataset with 1.9M reactions from patents (1976-2016). Predict the reactants needed to synthesize the given product. (1) Given the product [CH3:24][O:23][N:22]([CH3:21])[C:5]([C:2]1([CH3:1])[CH2:4][CH2:3]1)=[O:7], predict the reactants needed to synthesize it. The reactants are: [CH3:1][C:2]1([C:5]([OH:7])=O)[CH2:4][CH2:3]1.C(N1C=CN=C1)(N1C=CN=C1)=O.Cl.[CH3:21][NH:22][O:23][CH3:24]. (2) Given the product [NH2:1][C:2]1[C:7]([CH2:8][OH:9])=[CH:6][CH:5]=[C:4]([C:12]([F:14])([F:13])[F:15])[N:3]=1, predict the reactants needed to synthesize it. The reactants are: [NH2:1][C:2]1[C:7]([C:8](OC)=[O:9])=[CH:6][CH:5]=[C:4]([C:12]([F:15])([F:14])[F:13])[N:3]=1.[H-].[Al+3].[Li+].[H-].[H-].[H-].O.[OH-].[Na+]. (3) Given the product [CH3:57][C:58]1[CH:62]=[CH:61][S:60][C:59]=1[C:63]([N:32]1[CH2:31][CH2:30][N:29]([C:11](=[O:10])[CH2:12][NH:13][C:14](=[O:28])[C:15]2[CH:16]=[CH:17][C:18]([O:21][C:22]3[CH:27]=[CH:26][CH:25]=[CH:24][CH:23]=3)=[CH:19][CH:20]=2)[CH2:34][CH2:33]1)=[O:64], predict the reactants needed to synthesize it. The reactants are: CCN(C(C)C)C(C)C.[O:10]=[C:11]([N:29]1[CH2:34][CH2:33][NH:32][CH2:31][CH2:30]1)[CH2:12][NH:13][C:14](=[O:28])[C:15]1[CH:20]=[CH:19][C:18]([O:21][C:22]2[CH:27]=[CH:26][CH:25]=[CH:24][CH:23]=2)=[CH:17][CH:16]=1.C1C=CC2N(O)N=NC=2C=1.CCN=C=NCCCN(C)C.Cl.[CH3:57][C:58]1[CH:62]=[CH:61][S:60][C:59]=1[C:63](O)=[O:64]. (4) Given the product [CH:1]1([N:7]2[C:11]3[N:12]=[C:13]([CH:17]4[CH2:20][N:19]([C:21]5[S:22][CH:23]=[C:24]([C:27]6[CH:32]=[CH:31][CH:30]=[CH:29][CH:28]=6)[N:25]=5)[CH2:18]4)[NH:14][C:15](=[O:16])[C:10]=3[CH:9]=[N:8]2)[CH2:6][CH2:5][CH2:4][CH2:3][CH2:2]1, predict the reactants needed to synthesize it. The reactants are: [CH:1]1([N:7]2[C:11]3[N:12]=[C:13]([CH:17]4[CH2:20][N:19]([C:21]5[S:22][CH:23]=[C:24](Br)[N:25]=5)[CH2:18]4)[NH:14][C:15](=[O:16])[C:10]=3[CH:9]=[N:8]2)[CH2:6][CH2:5][CH2:4][CH2:3][CH2:2]1.[C:27]1(B(O)O)[CH:32]=[CH:31][CH:30]=[CH:29][CH:28]=1.C(=O)([O-])[O-].[Na+].[Na+]. (5) Given the product [CH3:7][O:6][C:4](=[O:5])[C:3]1[CH:8]=[CH:9][C:10]([CH2:12][OH:13])=[CH:11][C:2]=1[NH2:1], predict the reactants needed to synthesize it. The reactants are: [NH2:1][C:2]1[CH:11]=[C:10]([C:12]([O-])=[O:13])[CH:9]=[CH:8][C:3]=1[C:4]([O:6][CH3:7])=[O:5].CN1CCOCC1.[BH4-].[Na+].[OH-].[Na+]. (6) Given the product [C:33]([O:1][NH:2][C:3](=[O:4])[CH2:5][CH:6]([N:18]1[C:26](=[O:27])[C:25]2[C:20](=[CH:21][CH:22]=[C:23]([NH:28][C:29](=[O:31])[CH3:30])[CH:24]=2)[C:19]1=[O:32])[C:7]1[CH:12]=[CH:11][C:10]([O:13][CH3:14])=[C:9]([O:15][CH2:16][CH3:17])[CH:8]=1)(=[O:35])[CH3:34], predict the reactants needed to synthesize it. The reactants are: [OH:1][NH:2][C:3]([CH2:5][CH:6]([N:18]1[C:26](=[O:27])[C:25]2[C:20](=[CH:21][CH:22]=[C:23]([NH:28][C:29](=[O:31])[CH3:30])[CH:24]=2)[C:19]1=[O:32])[C:7]1[CH:12]=[CH:11][C:10]([O:13][CH3:14])=[C:9]([O:15][CH2:16][CH3:17])[CH:8]=1)=[O:4].[C:33](OC(=O)C)(=[O:35])[CH3:34]. (7) Given the product [C:1]([O:5][C:6]([N:8]1[CH2:13][CH2:12][C:11](=[CH:14][CH:15]=[O:16])[C:10]([CH3:18])([CH3:17])[CH2:9]1)=[O:7])([CH3:4])([CH3:3])[CH3:2], predict the reactants needed to synthesize it. The reactants are: [C:1]([O:5][C:6]([N:8]1[CH2:13][CH2:12][C:11](=[CH:14][CH2:15][OH:16])[C:10]([CH3:18])([CH3:17])[CH2:9]1)=[O:7])([CH3:4])([CH3:3])[CH3:2].C(Cl)(Cl)Cl. (8) Given the product [CH3:23][C:24]([CH3:29])=[CH:25][C:2]1[C:10]2[C:9]([NH:11][CH2:12][C:13]3[CH:18]=[N:17][C:16]([CH3:19])=[CH:15][N:14]=3)=[N:8][CH:7]=[N:6][C:5]=2[N:4]([C:20]2[CH:22]=[CH:9][C:10]([CH3:2])=[CH:5][CH:21]=2)[CH:3]=1, predict the reactants needed to synthesize it. The reactants are: Br[C:2]1[C:10]2[C:9]([NH:11][CH2:12][C:13]3[CH:18]=[N:17][C:16]([CH3:19])=[CH:15][N:14]=3)=[N:8][CH:7]=[N:6][C:5]=2[N:4]([CH:20]([CH3:22])[CH3:21])[CH:3]=1.[CH3:23][C:24]([CH3:29])=[CH:25]B(O)O.C([O-])([O-])=O.[Na+].[Na+].